Dataset: Forward reaction prediction with 1.9M reactions from USPTO patents (1976-2016). Task: Predict the product of the given reaction. (1) The product is: [Br:1][C:2]1[CH:10]=[CH:9][CH:8]=[CH:7][C:3]=1[C:4]1[CH2:36][C:35]([CH2:34][O:33][CH2:32][C:26]2[C:27]([F:31])=[CH:28][CH:29]=[CH:30][C:25]=2[F:24])([CH3:37])[O:6][N:5]=1. Given the reactants [Br:1][C:2]1[CH:10]=[CH:9][CH:8]=[CH:7][C:3]=1[CH:4]=[N:5][OH:6].ClN1C(=O)CCC1=O.C([O-])(O)=O.[Na+].[F:24][C:25]1[CH:30]=[CH:29][CH:28]=[C:27]([F:31])[C:26]=1[CH2:32][O:33][CH2:34][C:35]([CH3:37])=[CH2:36], predict the reaction product. (2) Given the reactants [CH3:1][Si:2]([CH3:44])([CH3:43])[CH2:3][CH2:4][O:5][C:6](=[O:42])[CH:7]([CH2:33][CH:34]=[CH:35][CH2:36][P:37]([OH:41])([O:39][CH3:40])=[O:38])[CH2:8][C:9]([CH3:32])=[CH:10][CH2:11][C:12]1[C:13]([O:25][CH2:26][CH2:27][Si:28]([CH3:31])([CH3:30])[CH3:29])=[C:14]2[C:18](=[C:19]([CH3:23])[C:20]=1[O:21][CH3:22])[CH2:17][O:16][C:15]2=[O:24].C1CN([P+](ON2N=NC3C=CC=CC2=3)(N2CCCC2)N2CCCC2)CC1.F[P-](F)(F)(F)(F)F.[C:78]([O:83][CH2:84][CH3:85])(=[O:82])[C@H:79]([CH3:81])O.CCN(C(C)C)C(C)C, predict the reaction product. The product is: [CH3:44][Si:2]([CH3:43])([CH3:1])[CH2:3][CH2:4][O:5][C:6](=[O:42])[CH:7]([CH2:33][CH:34]=[CH:35][CH2:36][P:37]([O:41][CH:79]([C:78]([O:83][CH2:84][CH3:85])=[O:82])[CH3:81])([O:39][CH3:40])=[O:38])[CH2:8][C:9]([CH3:32])=[CH:10][CH2:11][C:12]1[C:13]([O:25][CH2:26][CH2:27][Si:28]([CH3:31])([CH3:30])[CH3:29])=[C:14]2[C:18](=[C:19]([CH3:23])[C:20]=1[O:21][CH3:22])[CH2:17][O:16][C:15]2=[O:24]. (3) Given the reactants [CH3:1][O:2][C:3]1[CH:4]=[C:5]([C:11]2[CH:20]=[C:19]3[C:14]([CH:15]=[CH:16][CH:17]=[N:18]3)=[C:13]([O:21][CH2:22][C:23]([NH:25][NH2:26])=[O:24])[N:12]=2)[CH:6]=[CH:7][C:8]=1[O:9][CH3:10].CN(C)[CH:29]=[O:30].C(C1NC=CN=1)(C1NC=CN=1)=O.C(N(CC)CC)C, predict the reaction product. The product is: [CH3:1][O:2][C:3]1[CH:4]=[C:5]([C:11]2[CH:20]=[C:19]3[C:14]([CH:15]=[CH:16][CH:17]=[N:18]3)=[C:13]([O:21][CH2:22][C:23]3[O:24][C:29](=[O:30])[NH:26][N:25]=3)[N:12]=2)[CH:6]=[CH:7][C:8]=1[O:9][CH3:10].